This data is from Full USPTO retrosynthesis dataset with 1.9M reactions from patents (1976-2016). The task is: Predict the reactants needed to synthesize the given product. (1) Given the product [C:1]([O:5][C:6]([N:8]1[C:16]2[C:11](=[CH:12][CH:13]=[CH:14][CH:15]=2)[C:10]([CH2:17][C@H:18]([C:49](=[O:89])[NH:50][C@@H:51]([C:73](=[O:88])[NH:74][C@H:75]([CH:85]([CH3:86])[CH3:87])[C@@H:76]([OH:84])[CH2:77][C:78]([OH:80])=[O:79])[CH2:52][S:53][C:54]([C:67]2[CH:68]=[CH:69][CH:70]=[CH:71][CH:72]=2)([C:55]2[CH:60]=[CH:59][CH:58]=[CH:57][CH:56]=2)[C:61]2[CH:66]=[CH:65][CH:64]=[CH:63][CH:62]=2)[NH:19][C:20](=[O:48])[CH2:21][C@H:22]([OH:47])/[CH:23]=[CH:24]/[CH2:25][CH2:26][S:27][C:28]([C:29]2[CH:30]=[CH:31][CH:32]=[CH:33][CH:34]=2)([C:35]2[CH:40]=[CH:39][CH:38]=[CH:37][CH:36]=2)[C:41]2[CH:46]=[CH:45][CH:44]=[CH:43][CH:42]=2)=[CH:9]1)=[O:7])([CH3:2])([CH3:3])[CH3:4], predict the reactants needed to synthesize it. The reactants are: [C:1]([O:5][C:6]([N:8]1[C:16]2[C:11](=[CH:12][CH:13]=[CH:14][CH:15]=2)[C:10]([CH2:17][C@H:18]([C:49](=[O:89])[NH:50][C@@H:51]([C:73](=[O:88])[NH:74][C@H:75]([CH:85]([CH3:87])[CH3:86])[C@@H:76]([OH:84])[CH2:77][C:78]([O:80]CC=C)=[O:79])[CH2:52][S:53][C:54]([C:67]2[CH:72]=[CH:71][CH:70]=[CH:69][CH:68]=2)([C:61]2[CH:66]=[CH:65][CH:64]=[CH:63][CH:62]=2)[C:55]2[CH:60]=[CH:59][CH:58]=[CH:57][CH:56]=2)[NH:19][C:20](=[O:48])[CH2:21][C@H:22]([OH:47])/[CH:23]=[CH:24]/[CH2:25][CH2:26][S:27][C:28]([C:41]2[CH:46]=[CH:45][CH:44]=[CH:43][CH:42]=2)([C:35]2[CH:40]=[CH:39][CH:38]=[CH:37][CH:36]=2)[C:29]2[CH:34]=[CH:33][CH:32]=[CH:31][CH:30]=2)=[CH:9]1)=[O:7])([CH3:4])([CH3:3])[CH3:2].N1CCOCC1.CC(O)=O. (2) The reactants are: [C:1]([CH2:3][CH2:4][C:5]1[CH:10]=[CH:9][C:8]([NH:11][C:12]([C:14]2[C:18]([CH3:19])=[C:17]([NH:20][C:21](=[O:29])[C:22]3[CH:27]=[CH:26][CH:25]=[CH:24][C:23]=3[F:28])[N:16]([C:30]([CH3:33])([CH3:32])[CH3:31])[N:15]=2)=[O:13])=[CH:7][CH:6]=1)#[N:2].[CH2:34](N)[CH2:35][NH2:36]. Given the product [NH:2]1[CH2:34][CH2:35][N:36]=[C:1]1[CH2:3][CH2:4][C:5]1[CH:6]=[CH:7][C:8]([NH:11][C:12]([C:14]2[C:18]([CH3:19])=[C:17]([NH:20][C:21](=[O:29])[C:22]3[CH:27]=[CH:26][CH:25]=[CH:24][C:23]=3[F:28])[N:16]([C:30]([CH3:33])([CH3:32])[CH3:31])[N:15]=2)=[O:13])=[CH:9][CH:10]=1, predict the reactants needed to synthesize it. (3) Given the product [Cl:12][C:13]1[CH:18]=[CH:17][C:16]([CH2:19][C:9](=[O:11])[CH2:8][C:6]#[N:7])=[CH:15][CH:14]=1, predict the reactants needed to synthesize it. The reactants are: C([Mg]Cl)(C)C.[C:6]([CH2:8][C:9]([OH:11])=O)#[N:7].[Cl:12][C:13]1[CH:18]=[CH:17][C:16]([CH2:19]C(O)=O)=[CH:15][CH:14]=1.C1N=CN(C(N2C=NC=C2)=O)C=1.O. (4) Given the product [CH2:1]1[CH2:5][N:4]([P+:6]([O:17][N:18]2[N:26]=[N:25][C:20]3[CH:21]=[CH:22][CH:23]=[CH:24][C:19]2=3)([N:7]2[CH2:11][CH2:10][CH2:9][CH2:8]2)[N:12]2[CH2:13][CH2:14][CH2:15][CH2:16]2)[CH2:3][CH2:2]1.[F:27][P-:28]([F:33])([F:32])([F:31])([F:30])[F:29].[CH:34]1[CH:35]=[CH:36][C:37]2[N:42]([OH:43])[N:41]=[N:40][C:38]=2[CH:39]=1, predict the reactants needed to synthesize it. The reactants are: [CH2:1]1[CH2:5][N:4]([P+:6]([O:17][N:18]2[N:26]=[N:25][C:20]3[CH:21]=[CH:22][CH:23]=[CH:24][C:19]2=3)([N:12]2[CH2:16][CH2:15][CH2:14][CH2:13]2)[N:7]2[CH2:11][CH2:10][CH2:9][CH2:8]2)[CH2:3][CH2:2]1.[F:27][P-:28]([F:33])([F:32])([F:31])([F:30])[F:29].[CH:34]1[CH:35]=[CH:36][C:37]2[N:42]([OH:43])[N:41]=[N:40][C:38]=2[CH:39]=1.CCN(C(C)C)C(C)C. (5) Given the product [O:16]1[CH2:17][CH2:18][O:19][C:14]21[CH2:13][C@@H:12]1[CH2:7][NH:8][CH2:9][CH2:10][C@@H:11]1[CH2:15]2, predict the reactants needed to synthesize it. The reactants are: [H-].[Al+3].[Li+].[H-].[H-].[H-].[CH2:7]1[C@H:12]2[CH2:13][C:14]3([O:19][CH2:18][CH2:17][O:16]3)[CH2:15][C@H:11]2[CH2:10][C:9](=O)[NH:8]1.O.[OH-].[Na+]. (6) Given the product [NH2:18][C:16]1[NH:15][N:14]=[C:13]([NH:12][C:5]2[CH:6]=[C:7]([C:8]([F:11])([F:10])[F:9])[C:2]([C:59]3[CH:60]=[CH:61][C:56]([S:53]([NH:52][CH:50]4[CH2:49][CH:48]([OH:47])[CH2:51]4)(=[O:55])=[O:54])=[CH:57][CH:58]=3)=[C:3]([Cl:19])[CH:4]=2)[N:17]=1, predict the reactants needed to synthesize it. The reactants are: Br[C:2]1[C:7]([C:8]([F:11])([F:10])[F:9])=[CH:6][C:5]([NH:12][C:13]2[N:17]=[C:16]([NH2:18])[NH:15][N:14]=2)=[CH:4][C:3]=1[Cl:19].CN1C(C)(C)CC(SC2C=CC(B3OC(C)(C)C(C)(C)O3)=CC=2)CC1(C)C.[OH:47][CH:48]1[CH2:51][CH:50]([NH:52][S:53]([C:56]2[CH:61]=[CH:60][C:59](B3OC(C)(C)C(C)(C)O3)=[CH:58][CH:57]=2)(=[O:55])=[O:54])[CH2:49]1.C([O-])([O-])=O.[K+].[K+]. (7) Given the product [NH2:8][C:4]1[N:5]=[CH:6][N:7]=[C:2]([NH:18][C@H:19]([C:22]2[N:31]([CH:32]3[CH2:33][CH2:34]3)[C:30](=[O:35])[C:29]3[C:24](=[CH:25][CH:26]=[CH:27][C:28]=3[Cl:36])[N:23]=2)[CH2:20][CH3:21])[C:3]=1[C:9]1[N:13]=[C:12]([CH2:14][O:15][CH3:16])[N:11]([CH3:17])[N:10]=1, predict the reactants needed to synthesize it. The reactants are: Cl[C:2]1[N:7]=[CH:6][N:5]=[C:4]([NH2:8])[C:3]=1[C:9]1[N:13]=[C:12]([CH2:14][O:15][CH3:16])[N:11]([CH3:17])[N:10]=1.[NH2:18][C@H:19]([C:22]1[N:31]([CH:32]2[CH2:34][CH2:33]2)[C:30](=[O:35])[C:29]2[C:24](=[CH:25][CH:26]=[CH:27][C:28]=2[Cl:36])[N:23]=1)[CH2:20][CH3:21].CCN(C(C)C)C(C)C.C(Cl)Cl.CO.